Dataset: Full USPTO retrosynthesis dataset with 1.9M reactions from patents (1976-2016). Task: Predict the reactants needed to synthesize the given product. The reactants are: [N:1]1[CH:6]=[C:5](B(O)O)[CH:4]=[N:3][CH:2]=1.FC(F)(F)S(O[C:16]1[C@@:20]2([CH3:41])[CH2:21][CH2:22][C@H:23]3[C@H:32]([C@@H:19]2[CH2:18][CH:17]=1)[CH2:31][CH:30]=[C:29]1[C@:24]3([CH3:40])[CH2:25][CH2:26][C:27](=[O:39])[N:28]1[CH2:33][C:34]([N:36]([CH3:38])[CH3:37])=[O:35])(=O)=O.O. Given the product [CH3:40][C@@:24]12[C@H:23]3[CH2:22][CH2:21][C@@:20]4([CH3:41])[C@H:19]([C@@H:32]3[CH2:31][CH:30]=[C:29]1[N:28]([CH2:33][C:34]([N:36]([CH3:37])[CH3:38])=[O:35])[C:27](=[O:39])[CH2:26][CH2:25]2)[CH2:18][CH:17]=[C:16]4[C:5]1[CH:6]=[N:1][CH:2]=[N:3][CH:4]=1, predict the reactants needed to synthesize it.